Dataset: Forward reaction prediction with 1.9M reactions from USPTO patents (1976-2016). Task: Predict the product of the given reaction. Given the reactants [S:1]1[C:5]2[CH:6]=[CH:7][CH:8]=[CH:9][C:4]=2[N:3]=[C:2]1[NH:10][NH2:11].C([O:14][C:15](=O)[CH2:16][C:17]([C:19]1[CH:24]=[CH:23][CH:22]=[C:21]([Br:25])[CH:20]=1)=O)C.O, predict the reaction product. The product is: [S:1]1[C:5]2[CH:6]=[CH:7][CH:8]=[CH:9][C:4]=2[N:3]=[C:2]1[N:10]1[C:15](=[O:14])[CH:16]=[C:17]([C:19]2[CH:24]=[CH:23][CH:22]=[C:21]([Br:25])[CH:20]=2)[NH:11]1.